From a dataset of NCI-60 drug combinations with 297,098 pairs across 59 cell lines. Regression. Given two drug SMILES strings and cell line genomic features, predict the synergy score measuring deviation from expected non-interaction effect. (1) Drug 1: CN1CCC(CC1)COC2=C(C=C3C(=C2)N=CN=C3NC4=C(C=C(C=C4)Br)F)OC. Drug 2: CN(CCCl)CCCl.Cl. Cell line: SK-MEL-28. Synergy scores: CSS=-2.13, Synergy_ZIP=3.08, Synergy_Bliss=5.37, Synergy_Loewe=-2.27, Synergy_HSA=-1.24. (2) Drug 1: CC1C(C(=O)NC(C(=O)N2CCCC2C(=O)N(CC(=O)N(C(C(=O)O1)C(C)C)C)C)C(C)C)NC(=O)C3=C4C(=C(C=C3)C)OC5=C(C(=O)C(=C(C5=N4)C(=O)NC6C(OC(=O)C(N(C(=O)CN(C(=O)C7CCCN7C(=O)C(NC6=O)C(C)C)C)C)C(C)C)C)N)C. Drug 2: CC1=C(C(CCC1)(C)C)C=CC(=CC=CC(=CC(=O)O)C)C. Cell line: PC-3. Synergy scores: CSS=12.1, Synergy_ZIP=4.36, Synergy_Bliss=7.70, Synergy_Loewe=1.03, Synergy_HSA=5.55. (3) Drug 1: C1CN1P(=S)(N2CC2)N3CC3. Synergy scores: CSS=50.2, Synergy_ZIP=-0.822, Synergy_Bliss=-1.76, Synergy_Loewe=-19.5, Synergy_HSA=-3.32. Cell line: SR. Drug 2: CC1=C(C(CCC1)(C)C)C=CC(=CC=CC(=CC(=O)O)C)C. (4) Drug 1: COC1=CC(=CC(=C1O)OC)C2C3C(COC3=O)C(C4=CC5=C(C=C24)OCO5)OC6C(C(C7C(O6)COC(O7)C8=CC=CS8)O)O. Drug 2: N.N.Cl[Pt+2]Cl. Cell line: HCT-15. Synergy scores: CSS=51.5, Synergy_ZIP=0.624, Synergy_Bliss=0.266, Synergy_Loewe=-38.1, Synergy_HSA=-1.60. (5) Drug 1: CCC1=CC2CC(C3=C(CN(C2)C1)C4=CC=CC=C4N3)(C5=C(C=C6C(=C5)C78CCN9C7C(C=CC9)(C(C(C8N6C)(C(=O)OC)O)OC(=O)C)CC)OC)C(=O)OC.C(C(C(=O)O)O)(C(=O)O)O. Drug 2: C1=CC=C(C=C1)NC(=O)CCCCCCC(=O)NO. Cell line: SN12C. Synergy scores: CSS=47.0, Synergy_ZIP=-0.495, Synergy_Bliss=2.57, Synergy_Loewe=-11.9, Synergy_HSA=4.15. (6) Drug 1: C1=CC(=CC=C1C#N)C(C2=CC=C(C=C2)C#N)N3C=NC=N3. Drug 2: C1=NC2=C(N1)C(=S)N=CN2. Cell line: CAKI-1. Synergy scores: CSS=49.6, Synergy_ZIP=-4.96, Synergy_Bliss=-5.90, Synergy_Loewe=-7.61, Synergy_HSA=-2.55. (7) Drug 1: CC1=C2C(C(=O)C3(C(CC4C(C3C(C(C2(C)C)(CC1OC(=O)C(C(C5=CC=CC=C5)NC(=O)C6=CC=CC=C6)O)O)OC(=O)C7=CC=CC=C7)(CO4)OC(=O)C)O)C)OC(=O)C. Drug 2: C#CCC(CC1=CN=C2C(=N1)C(=NC(=N2)N)N)C3=CC=C(C=C3)C(=O)NC(CCC(=O)O)C(=O)O. Cell line: HOP-92. Synergy scores: CSS=25.0, Synergy_ZIP=5.38, Synergy_Bliss=5.00, Synergy_Loewe=-9.43, Synergy_HSA=0.304.